Dataset: Forward reaction prediction with 1.9M reactions from USPTO patents (1976-2016). Task: Predict the product of the given reaction. (1) Given the reactants [CH2:1]([NH:5][C@H:6]([C:9]1[CH:14]=[CH:13][CH:12]=[CH:11][CH:10]=1)[CH:7]=[CH2:8])[CH:2]([CH3:4])[CH3:3].C(NC(C)C)(C)C.[C:22](Cl)(=[O:29])[C:23]1[CH:28]=[CH:27][CH:26]=[CH:25][CH:24]=1, predict the reaction product. The product is: [CH2:1]([N:5]([C@H:6]([C:9]1[CH:10]=[CH:11][CH:12]=[CH:13][CH:14]=1)[CH:7]=[CH2:8])[C:22](=[O:29])[C:23]1[CH:28]=[CH:27][CH:26]=[CH:25][CH:24]=1)[CH:2]([CH3:3])[CH3:4]. (2) The product is: [C:1]([O:5][C:6]([N:8]1[CH2:13][CH2:12][N:11]([CH3:15])[CH:10]([CH3:14])[CH2:9]1)=[O:7])([CH3:4])([CH3:2])[CH3:3]. Given the reactants [C:1]([O:5][C:6]([N:8]1[CH2:13][CH2:12][NH:11][CH:10]([CH3:14])[CH2:9]1)=[O:7])([CH3:4])([CH3:3])[CH3:2].[CH2:15]=O.Cl.[H][H], predict the reaction product. (3) Given the reactants [CH2:1]([N:3]([CH2:36][CH3:37])[CH2:4][CH2:5][CH2:6][NH:7][C:8]1[N:9]=[C:10]([C:27]2[CH:28]=[C:29]([CH:33]=[CH:34][CH:35]=2)[C:30](O)=[O:31])[C:11]2[CH:17]=[CH:16][C:15](=[O:18])[N:14]([C:19]3[C:24]([F:25])=[CH:23][CH:22]=[CH:21][C:20]=3[F:26])[C:12]=2[N:13]=1)[CH3:2].CN(C(ON1N=NC2C=CC=CC1=2)=[N+](C)C)C.F[P-](F)(F)(F)(F)F.C(N(CC)CC)C.[NH2:69][C:70]1[S:71][CH:72]=[CH:73][N:74]=1, predict the reaction product. The product is: [CH2:1]([N:3]([CH2:36][CH3:37])[CH2:4][CH2:5][CH2:6][NH:7][C:8]1[N:9]=[C:10]([C:27]2[CH:28]=[C:29]([CH:33]=[CH:34][CH:35]=2)[C:30]([NH:69][C:70]2[S:71][CH:72]=[CH:73][N:74]=2)=[O:31])[C:11]2[CH:17]=[CH:16][C:15](=[O:18])[N:14]([C:19]3[C:24]([F:25])=[CH:23][CH:22]=[CH:21][C:20]=3[F:26])[C:12]=2[N:13]=1)[CH3:2].